From a dataset of Full USPTO retrosynthesis dataset with 1.9M reactions from patents (1976-2016). Predict the reactants needed to synthesize the given product. (1) Given the product [Cl:37][C:32]1[CH:33]=[CH:34][CH:35]=[CH:36][C:31]=1[CH2:30][N:20]1[N:19]=[C:18]([C:10]2[C:11]3[C:16](=[CH:15][CH:14]=[C:13]([F:17])[CH:12]=3)[N:8]([CH2:7][C:6]([OH:39])=[O:5])[C:9]=2[CH3:38])[C:23]2[CH:24]=[CH:25][CH:26]=[CH:27][C:22]=2[S:21]1(=[O:29])=[O:28], predict the reactants needed to synthesize it. The reactants are: C([O:5][C:6](=[O:39])[CH2:7][N:8]1[C:16]2[C:11](=[CH:12][C:13]([F:17])=[CH:14][CH:15]=2)[C:10]([C:18]2[C:23]3[CH:24]=[CH:25][CH:26]=[CH:27][C:22]=3[S:21](=[O:29])(=[O:28])[N:20]([CH2:30][C:31]3[CH:36]=[CH:35][CH:34]=[CH:33][C:32]=3[Cl:37])[N:19]=2)=[C:9]1[CH3:38])(C)(C)C.C(O)(C(F)(F)F)=O. (2) Given the product [F:6][C:7]1[CH:12]=[CH:11][CH:10]=[CH:9][C:8]=1[CH2:13][C:14]([O:16][CH3:1])=[O:15], predict the reactants needed to synthesize it. The reactants are: [CH3:1][Si](Cl)(C)C.[F:6][C:7]1[CH:12]=[CH:11][CH:10]=[CH:9][C:8]=1[CH2:13][C:14]([OH:16])=[O:15]. (3) The reactants are: C[Al](C)C.[Cl-].[NH4+:6].C.C[O:9][C:10]([C@@H:12]1[C@H:16]([CH3:17])[CH2:15][CH2:14][N:13]1[C@H:18]([C:20]1[CH:25]=[CH:24][CH:23]=[CH:22][CH:21]=1)[CH3:19])=O.Cl. Given the product [CH3:17][C@@H:16]1[CH2:15][CH2:14][N:13]([C@H:18]([C:20]2[CH:25]=[CH:24][CH:23]=[CH:22][CH:21]=2)[CH3:19])[C@@H:12]1[C:10]([NH2:6])=[O:9], predict the reactants needed to synthesize it. (4) Given the product [CH2:17]([N:24]1[C:10](=[O:11])[C:6](=[CH:5][C:4]2[CH:13]=[CH:14][CH:15]=[CH:16][C:3]=2[O:2][CH3:1])[N:7]=[C:8]1[CH3:12])[C:18]1[CH:23]=[CH:22][CH:21]=[CH:20][CH:19]=1, predict the reactants needed to synthesize it. The reactants are: [CH3:1][O:2][C:3]1[CH:16]=[CH:15][CH:14]=[CH:13][C:4]=1[CH:5]=[C:6]1[C:10](=[O:11])O[C:8]([CH3:12])=[N:7]1.[CH2:17]([NH2:24])[C:18]1[CH:23]=[CH:22][CH:21]=[CH:20][CH:19]=1.C([O-])(=O)C.[Na+].C(=O)([O-])[O-].[K+].[K+]. (5) Given the product [F:1][C:2]1[CH:3]=[C:4]2[C:9](=[CH:10][C:11]=1[F:12])[N:8]1[CH:13]=[CH:14][N:15]=[C:7]1[C:6]([NH:33][CH2:34][CH2:35][CH2:36][OH:37])=[N:5]2, predict the reactants needed to synthesize it. The reactants are: [F:1][C:2]1[CH:3]=[C:4]2[C:9](=[CH:10][C:11]=1[F:12])[N:8]1[CH:13]=[CH:14][N:15]=[C:7]1[C:6](=O)[NH:5]2.C[Si](C)(C)N[Si](C)(C)C.S([O-])([O-])(=O)=O.[NH4+].[NH4+].[NH2:33][CH2:34][CH2:35][CH2:36][OH:37].